From a dataset of Forward reaction prediction with 1.9M reactions from USPTO patents (1976-2016). Predict the product of the given reaction. (1) The product is: [Cl:1][C:2]1[N:3]=[CH:4][CH:5]=[C:6]2[C:11]=1[C:10](=[O:12])[N:9]([CH2:16][C:17]1[CH:22]=[CH:21][C:20]([F:23])=[C:19]([F:24])[CH:18]=1)[CH2:8][CH2:7]2. Given the reactants [Cl:1][C:2]1[N:3]=[CH:4][CH:5]=[C:6]2[C:11]=1[C:10](=[O:12])[NH:9][CH2:8][CH2:7]2.[H-].[Na+].Br[CH2:16][C:17]1[CH:22]=[CH:21][C:20]([F:23])=[C:19]([F:24])[CH:18]=1, predict the reaction product. (2) Given the reactants [CH3:1][C:2]1[CH:7]=[C:6]([CH3:8])[N:5]=[C:4]([N:9]2[CH2:13][CH:12]3[CH2:14][N:15]([CH:17]=[O:18])[CH2:16][CH:11]3[CH2:10]2)[N:3]=1.[NH:19]1[CH:23]=[CH:22][N:21]=[N:20]1.O1[CH2:29][CH2:28]OCC1, predict the reaction product. The product is: [N:19]1[N:20]([C:29]2[C:28]([C:17]([N:15]3[CH2:14][CH:12]4[CH:11]([CH2:10][N:9]([C:4]5[N:3]=[C:2]([CH3:1])[CH:7]=[C:6]([CH3:8])[N:5]=5)[CH2:13]4)[CH2:16]3)=[O:18])=[CH:6][CH:7]=[CH:2][N:3]=2)[N:21]=[CH:22][CH:23]=1. (3) Given the reactants Cl[C:2]1[CH:7]=[N:6][NH:5][C:4](=[O:8])[CH:3]=1.[C:9]([C:13]1[CH:18]=[CH:17][C:16](B(O)O)=[CH:15][CH:14]=1)([CH3:12])([CH3:11])[CH3:10].C(=O)([O-])[O-].[Na+].[Na+], predict the reaction product. The product is: [C:9]([C:13]1[CH:18]=[CH:17][C:16]([C:2]2[CH:7]=[N:6][NH:5][C:4](=[O:8])[CH:3]=2)=[CH:15][CH:14]=1)([CH3:12])([CH3:11])[CH3:10].